This data is from Full USPTO retrosynthesis dataset with 1.9M reactions from patents (1976-2016). The task is: Predict the reactants needed to synthesize the given product. (1) Given the product [CH2:22]([O:3][C:2]([O:14][CH2:8][CH2:9][CH2:10][CH2:11][CH2:12][CH3:13])([CH3:4])[C:1]([O:6][CH2:7][CH2:8][CH2:9][CH2:10][CH2:11][CH3:12])=[O:5])[CH2:16][CH2:21][CH2:20][CH2:19][CH3:18], predict the reactants needed to synthesize it. The reactants are: [C:1]([O:6][CH3:7])(=[O:5])[C:2]([CH3:4])=[O:3].[CH2:8]([OH:14])[CH2:9][CH2:10][CH2:11][CH2:12][CH3:13].O.[C:16]1([CH3:22])[CH:21]=[CH:20][CH:19]=[CH:18]C=1. (2) Given the product [CH3:23][O:22][C:19]1[CH:18]=[CH:17][C:16]([CH2:10][C:9]([C:6]2[CH:7]=[CH:8][C:3]([C:1]#[N:2])=[CH:4][C:5]=2[CH3:25])=[O:24])=[CH:21][CH:20]=1, predict the reactants needed to synthesize it. The reactants are: [C:1]([C:3]1[CH:8]=[CH:7][C:6]([C:9](=[O:24])[CH:10]([C:16]2[CH:21]=[CH:20][C:19]([O:22][CH3:23])=[CH:18][CH:17]=2)C(OCC)=O)=[C:5]([CH3:25])[CH:4]=1)#[N:2].